Regression/Classification. Given a drug SMILES string, predict its toxicity properties. Task type varies by dataset: regression for continuous values (e.g., LD50, hERG inhibition percentage) or binary classification for toxic/non-toxic outcomes (e.g., AMES mutagenicity, cardiotoxicity, hepatotoxicity). Dataset: herg_karim. From a dataset of hERG potassium channel inhibition data for cardiac toxicity prediction from Karim et al.. (1) The drug is CC(C)Oc1cc(Nc2nc(N[C@@H](C)c3ccc(F)cn3)ncc2Cl)n[nH]1. The result is 1 (blocker). (2) The drug is Cn1c(SCCCN2C[C@@H]3C[C@]3(c3ccc(C(F)(F)F)cc3)C2)nnc1-c1ccnnc1. The result is 1 (blocker). (3) The compound is O=C(O)c1ccc(NC(=O)C(C2CCCCC2)n2c(-c3ccc(Cl)cc3)nc3ccccc32)c(C(F)(F)F)c1. The result is 0 (non-blocker).